This data is from Forward reaction prediction with 1.9M reactions from USPTO patents (1976-2016). The task is: Predict the product of the given reaction. (1) Given the reactants [Br:1][C:2]1[CH:3]=[CH:4][C:5]([C:8]([OH:10])=O)=[N:6][CH:7]=1.Cl.CN.C(Cl)CCl.C1C=CC2N(O)N=[N:24][C:22]=2C=1, predict the reaction product. The product is: [Br:1][C:2]1[CH:3]=[CH:4][C:5]([C:8]([NH:24][CH3:22])=[O:10])=[N:6][CH:7]=1. (2) Given the reactants [OH:1][C:2]1[N:7]=[CH:6][N:5]=[C:4]([CH2:8][OH:9])[CH:3]=1.[C:10](O[C:10](=[O:16])[CH2:11][CH2:12][CH2:13][CH2:14][CH3:15])(=[O:16])[CH2:11][CH2:12][CH2:13][CH2:14][CH3:15], predict the reaction product. The product is: [OH:1][C:2]1[N:7]=[CH:6][N:5]=[C:4]([CH2:8][O:9][C:10](=[O:16])[CH2:11][CH2:12][CH2:13][CH2:14][CH3:15])[CH:3]=1.